This data is from Catalyst prediction with 721,799 reactions and 888 catalyst types from USPTO. The task is: Predict which catalyst facilitates the given reaction. (1) Reactant: C([O:5][C:6](=[O:21])[CH:7]([C:9]1[CH:10]=[C:11]2[C:16](=[CH:17][CH:18]=1)[N:15]=[CH:14][C:13]([O:19][CH3:20])=[CH:12]2)[CH3:8])(C)(C)C.FC(F)(F)C(O)=O. Product: [CH3:20][O:19][C:13]1[CH:14]=[N:15][C:16]2[C:11]([CH:12]=1)=[CH:10][C:9]([CH:7]([CH3:8])[C:6]([OH:21])=[O:5])=[CH:18][CH:17]=2. The catalyst class is: 4. (2) Product: [CH3:1][C:2]1[CH:26]=[C:25]([C:27]([F:30])([F:28])[F:29])[CH:24]=[CH:23][C:3]=1[O:4][C:5]1[CH:6]=[CH:7][C:8]([CH:11]2[C:16]3=[N:17][S:18](=[O:22])(=[O:21])[CH2:19][CH2:20][N:15]3[CH2:14][CH2:13][CH2:12]2)=[CH:9][CH:10]=1. Reactant: [CH3:1][C:2]1[CH:26]=[C:25]([C:27]([F:30])([F:29])[F:28])[CH:24]=[CH:23][C:3]=1[O:4][C:5]1[CH:10]=[CH:9][C:8]([C:11]2[C:16]3=[N:17][S:18](=[O:22])(=[O:21])[CH2:19][CH2:20][N:15]3[CH:14]=[CH:13][CH:12]=2)=[CH:7][CH:6]=1. The catalyst class is: 609. (3) Reactant: [N:1]1[NH:2][N:3]=[N:4][C:5]=1[CH2:6][O:7][C:8]1[CH:17]=[CH:16][C:11]([C:12]([O:14]C)=[O:13])=[CH:10][CH:9]=1.C(Cl)Cl.CO. Product: [N:4]1[NH:3][N:2]=[N:1][C:5]=1[CH2:6][O:7][C:8]1[CH:9]=[CH:10][C:11]([C:12]([OH:14])=[O:13])=[CH:16][CH:17]=1. The catalyst class is: 74. (4) Reactant: [CH2:1]([N:8]1[CH2:12][CH2:11][CH:10]([CH2:13][C:14]#[N:15])[CH2:9]1)[C:2]1[CH:7]=[CH:6][CH:5]=[CH:4][CH:3]=1.[H-].[Al+3].[Li+].[H-].[H-].[H-].O.[OH-].[Na+]. Product: [CH2:1]([N:8]1[CH2:12][CH2:11][CH:10]([CH2:13][CH2:14][NH2:15])[CH2:9]1)[C:2]1[CH:7]=[CH:6][CH:5]=[CH:4][CH:3]=1. The catalyst class is: 27. (5) Reactant: [Br:1][C:2]1[CH:7]=[CH:6][CH:5]=[CH:4][C:3]=1[OH:8].[CH2:9](Cl)[C:10]1[CH:15]=[CH:14][CH:13]=[CH:12][CH:11]=1.C([O-])([O-])=O.[K+].[K+]. Product: [Br:1][C:2]1[CH:7]=[CH:6][CH:5]=[CH:4][C:3]=1[O:8][CH2:9][C:10]1[CH:15]=[CH:14][CH:13]=[CH:12][CH:11]=1. The catalyst class is: 21. (6) The catalyst class is: 169. Reactant: CC(C)(C)C([O:5][C:6]1[C:11](=[O:12])[N:10]([CH3:13])[C:9]([C:14]2[S:15][CH:16]=[CH:17][C:18]=2[NH2:19])=[N:8][C:7]=1[C:20]([O:22]C)=[O:21])=O.C(#N)C.[Cl:29][C:30]1[CH:35]=[CH:34][CH:33]=[CH:32][C:31]=1[S:36]([N:39]=[C:40]=[O:41])(=[O:38])=[O:37].[OH-].[Na+]. Product: [Cl:29][C:30]1[CH:35]=[CH:34][CH:33]=[CH:32][C:31]=1[S:36]([NH:39][C:40]([NH:19][C:18]1[CH:17]=[CH:16][S:15][C:14]=1[C:9]1[N:10]([CH3:13])[C:11](=[O:12])[C:6]([OH:5])=[C:7]([C:20]([OH:22])=[O:21])[N:8]=1)=[O:41])(=[O:38])=[O:37]. (7) Product: [S:1]1[C:5]2[CH:6]=[CH:7][CH:8]=[CH:9][C:4]=2[CH:3]=[C:2]1[NH2:10]. The catalyst class is: 2. Reactant: [S:1]1[C:5]2[CH:6]=[CH:7][CH:8]=[CH:9][C:4]=2[CH:3]=[C:2]1[NH:10]C(=O)OC(C)(C)C.C(O)(C(F)(F)F)=O. (8) Reactant: [OH2:1].[ClH:2].[OH:3][C:4]([C:34]1[CH:39]=[CH:38][CH:37]=[CH:36][CH:35]=1)([C:28]1[CH:33]=[CH:32][CH:31]=[CH:30][CH:29]=1)[CH:5]1[CH2:10][CH2:9][N:8]([CH2:11][CH2:12][CH2:13][CH:14]([C:16]2[CH:21]=[CH:20][C:19](C(C)(C)C(O)=O)=[CH:18][CH:17]=2)[OH:15])[CH2:7][CH2:6]1.[OH2:40]. Product: [ClH:2].[OH:3][C:4]([C:28]1[CH:29]=[CH:30][CH:31]=[CH:32][CH:33]=1)([C:34]1[CH:39]=[CH:38][CH:37]=[CH:36][CH:35]=1)[CH:5]1[CH2:6][CH2:7][N:8]([CH2:11][CH2:12][CH2:13][CH:14]([C:16]2[CH:21]=[CH:20][CH:19]=[CH:18][C:17]=2[C:4]([CH3:34])([CH3:28])[C:5]([OH:40])=[O:1])[OH:15])[CH2:9][CH2:10]1. The catalyst class is: 21.